From a dataset of Forward reaction prediction with 1.9M reactions from USPTO patents (1976-2016). Predict the product of the given reaction. Given the reactants [NH2:1][C:2]1[CH:3]=[CH:4][CH:5]=[C:6]2[C:10]=1[C:9](=[O:11])[N:8]([CH2:12][CH2:13][C:14]1[CH:23]=[CH:22][C:21]3[C:16](=[CH:17][CH:18]=[CH:19][CH:20]=3)[N:15]=1)[CH2:7]2.[N:24]1[CH:29]=[CH:28][CH:27]=[CH:26][C:25]=1[CH:30]=O.C([BH3-])#N.[Na+].C([O-])(O)=O.[Na+], predict the reaction product. The product is: [N:24]1[CH:29]=[CH:28][CH:27]=[CH:26][C:25]=1[CH2:30][NH:1][C:2]1[CH:3]=[CH:4][CH:5]=[C:6]2[C:10]=1[C:9](=[O:11])[N:8]([CH2:12][CH2:13][C:14]1[CH:23]=[CH:22][C:21]3[C:16](=[CH:17][CH:18]=[CH:19][CH:20]=3)[N:15]=1)[CH2:7]2.